From a dataset of Full USPTO retrosynthesis dataset with 1.9M reactions from patents (1976-2016). Predict the reactants needed to synthesize the given product. (1) Given the product [CH2:45]([C:2]1[N:3]([C:7]2[N:16]=[CH:15][C:14]3[N:13]([CH3:17])[C:12](=[O:18])[C@@H:11]([CH2:19][CH3:20])[N:10]([CH:21]4[CH2:25][CH2:24][CH2:23][CH2:22]4)[C:9]=3[N:8]=2)[CH:4]=[CH:5][N:6]=1)[C:30]1[CH:35]=[CH:34][CH:33]=[CH:32][CH:31]=1, predict the reactants needed to synthesize it. The reactants are: Br[C:2]1[N:3]([C:7]2[N:16]=[CH:15][C:14]3[N:13]([CH3:17])[C:12](=[O:18])[C@@H:11]([CH2:19][CH3:20])[N:10]([CH:21]4[CH2:25][CH2:24][CH2:23][CH2:22]4)[C:9]=3[N:8]=2)[CH:4]=[CH:5][N:6]=1.C(Cl)(Cl)Cl.[C:30]1([C:45]2C=CC=CC=2)[CH:35]=[CH:34][CH:33]=[CH:32][C:31]=1P(C(C)(C)C)C(C)(C)C.[Br-].C([Zn+])C1C=CC=CC=1. (2) Given the product [CH3:17][O:18][C:19]1[CH:27]=[C:26]([CH3:28])[CH:25]=[CH:24][C:20]=1[C:21]1[O:14][C:13]([C:3]2[C:4]([C:7]3[CH:12]=[CH:11][CH:10]=[CH:9][CH:8]=3)=[N:5][O:6][C:2]=2[CH3:1])=[N:15][N:16]=1, predict the reactants needed to synthesize it. The reactants are: [CH3:1][C:2]1[O:6][N:5]=[C:4]([C:7]2[CH:12]=[CH:11][CH:10]=[CH:9][CH:8]=2)[C:3]=1[C:13]([NH:15][NH2:16])=[O:14].[CH3:17][O:18][C:19]1[CH:27]=[C:26]([CH3:28])[CH:25]=[CH:24][C:20]=1[C:21](O)=O. (3) The reactants are: [Cl:1][C:2]1[CH:10]=[CH:9][CH:8]=[C:7]2[C:3]=1[CH:4]=[C:5]([C:11]([OH:13])=O)[NH:6]2.C[O:15][C:16](=[O:35])[CH2:17][CH2:18][C:19]1[CH:24]=[CH:23][C:22]([O:25][C:26]2[CH:31]=[CH:30][CH:29]=[C:28]([CH2:32][NH2:33])[CH:27]=2)=[CH:21][C:20]=1[CH3:34]. Given the product [Cl:1][C:2]1[CH:10]=[CH:9][CH:8]=[C:7]2[C:3]=1[CH:4]=[C:5]([C:11]([NH:33][CH2:32][C:28]1[CH:27]=[C:26]([CH:31]=[CH:30][CH:29]=1)[O:25][C:22]1[CH:23]=[CH:24][C:19]([CH2:18][CH2:17][C:16]([OH:35])=[O:15])=[C:20]([CH3:34])[CH:21]=1)=[O:13])[NH:6]2, predict the reactants needed to synthesize it. (4) The reactants are: [Cl:1][C:2]1[CH:7]=[C:6]([Cl:8])[CH:5]=[CH:4][C:3]=1[C@@:9]1([CH2:32][N:33]2[CH:37]=[CH:36][N:35]=[CH:34]2)[O:13][C@H:12]([CH2:14][O:15][C:16]2[CH:21]=[CH:20][C:19]([N:22]3[CH2:27][CH2:26][N:25]([S:28]([CH3:31])(=[O:30])=[O:29])[CH2:24][CH2:23]3)=[CH:18][CH:17]=2)[CH2:11][O:10]1.[F:38][CH:39]([F:45])CS(Cl)(=O)=O.CS(Cl)(=O)=O. Given the product [Cl:1][C:2]1[CH:7]=[C:6]([Cl:8])[CH:5]=[CH:4][C:3]=1[C@@:9]1([CH2:32][N:33]2[CH:37]=[CH:36][N:35]=[CH:34]2)[O:13][C@H:12]([CH2:14][O:15][C:16]2[CH:21]=[CH:20][C:19]([N:22]3[CH2:27][CH2:26][N:25]([S:28]([CH2:31][CH:39]([F:45])[F:38])(=[O:30])=[O:29])[CH2:24][CH2:23]3)=[CH:18][CH:17]=2)[CH2:11][O:10]1, predict the reactants needed to synthesize it.